The task is: Regression/Classification. Given an antibody's heavy chain and light chain sequences, predict its developability. TAP uses regression for 5 developability metrics; SAbDab uses binary classification.. This data is from Antibody developability classification from SAbDab with 2,409 antibodies. The antibody is ['DVKLVESGGGLVKLGGSLKLSCAASGFTFSNYFMSWVRQTPEKRLELVAVITSNGDNTYYPDTVKGRFTISRDNAQNTLYLQMSSLKSEDTALYYCARRDSSASLYFDYWGQGTTLTVSS', 'DVVMTQTPLSLPVSLGDQASISCRSSQSLVHSNGNTYLHWYLQKPGQSPKLLIYKVANRFSGVPDRFSGSGSGTDFTLKISRVEAEDLGVYFCSQSTHVPWTFGGGTKLEIK']. Result: 0 (not developable).